Dataset: Reaction yield outcomes from USPTO patents with 853,638 reactions. Task: Predict the reaction yield, written as a fraction of the theoretical maximum amount of product (1.0 means a 100% yield; for example, 0.34 means a 34% yield). (1) The reactants are [CH3:1][C:2]1([CH3:10])[O:7][C:6](=[O:8])[CH2:5][C:4](=[O:9])[O:3]1.[C:11]([O:15][C:16]([NH:18][CH2:19][CH2:20][C:21](O)=[O:22])=[O:17])([CH3:14])([CH3:13])[CH3:12].Cl.C(N=C=NCCCN(C)C)C. The catalyst is CN(C)C1C=CN=CC=1.ClCCl. The product is [C:11]([O:15][C:16](=[O:17])[NH:18][CH2:19][CH2:20][C:21](=[C:5]1[C:6](=[O:8])[O:7][C:2]([CH3:10])([CH3:1])[O:3][C:4]1=[O:9])[OH:22])([CH3:14])([CH3:12])[CH3:13]. The yield is 0.970. (2) The reactants are [Cl:1][C:2]1[CH:3]=[C:4]2[C:9](=[CH:10][C:11]=1[O:12][C:13]1[CH:18]=[CH:17][C:16]([C:19](=[O:31])[NH:20][CH2:21][CH2:22][CH2:23][C:24]3[CH:29]=[CH:28][C:27]([Cl:30])=[CH:26][CH:25]=3)=[CH:15][CH:14]=1)[O:8][CH2:7][CH2:6][CH:5]2[C:32]([O:34]CC)=[O:33].[OH-].[Na+].C(O)C. The catalyst is C1COCC1.C(OCC)(=O)C.Cl. The product is [Cl:1][C:2]1[CH:3]=[C:4]2[C:9](=[CH:10][C:11]=1[O:12][C:13]1[CH:14]=[CH:15][C:16]([C:19](=[O:31])[NH:20][CH2:21][CH2:22][CH2:23][C:24]3[CH:25]=[CH:26][C:27]([Cl:30])=[CH:28][CH:29]=3)=[CH:17][CH:18]=1)[O:8][CH2:7][CH2:6][CH:5]2[C:32]([OH:34])=[O:33]. The yield is 1.00. (3) The reactants are [CH2:1]([O:8][C:9]1[CH:14]=[CH:13][CH:12]=[CH:11][C:10]=1[CH2:15][S:16]([OH:19])(=O)=[O:17])[C:2]1[CH:7]=[CH:6][CH:5]=[CH:4][CH:3]=1.C(Cl)(=O)C([Cl:23])=O. The catalyst is CN(C)C=O.O1CCCC1. The product is [CH2:1]([O:8][C:9]1[CH:14]=[CH:13][CH:12]=[CH:11][C:10]=1[CH2:15][S:16]([Cl:23])(=[O:19])=[O:17])[C:2]1[CH:7]=[CH:6][CH:5]=[CH:4][CH:3]=1. The yield is 0.770.